From a dataset of Forward reaction prediction with 1.9M reactions from USPTO patents (1976-2016). Predict the product of the given reaction. (1) Given the reactants [Si:1]([O:8][CH2:9][C@H:10]1[CH2:14][C@@H:13]([N:15]2[CH:23]=[N:22][C:21]3[C:16]2=[N:17][CH:18]=[N:19][C:20]=3Cl)[CH2:12][C@@H:11]1[OH:25])([C:4]([CH3:7])([CH3:6])[CH3:5])([CH3:3])[CH3:2].C(N(CC)CC)C.[NH2:33][C@@H:34]1[C:42]2[C:37](=[CH:38][CH:39]=[CH:40][CH:41]=2)[CH2:36][CH2:35]1, predict the reaction product. The product is: [Si:1]([O:8][CH2:9][C@H:10]1[CH2:14][C@@H:13]([N:15]2[CH:23]=[N:22][C:21]3[C:16]2=[N:17][CH:18]=[N:19][C:20]=3[NH:33][C@@H:34]2[C:42]3[C:37](=[CH:38][CH:39]=[CH:40][CH:41]=3)[CH2:36][CH2:35]2)[CH2:12][C@@H:11]1[OH:25])([C:4]([CH3:7])([CH3:6])[CH3:5])([CH3:3])[CH3:2]. (2) Given the reactants [O:1]=[S:2]1(=[O:50])[CH2:7][CH2:6][N:5]([CH2:8][CH2:9][NH:10][C@:11]23[CH2:46][CH2:45][C@@H:44]([C:47]([CH3:49])=[CH2:48])[C@@H:12]2[C@@H:13]2[C@@:26]([CH3:29])([CH2:27][CH2:28]3)[C@@:25]3([CH3:30])[C@@H:16]([C@:17]4([CH3:43])[C@@H:22]([CH2:23][CH2:24]3)[C:21]([CH3:32])([CH3:31])[C:20]([C:33]3[CH:42]=[CH:41][C:36]([C:37]([O:39]C)=[O:38])=[CH:35][CH:34]=3)=[CH:19][CH2:18]4)[CH2:15][CH2:14]2)[CH2:4][CH2:3]1.[OH-].[Na+], predict the reaction product. The product is: [O:50]=[S:2]1(=[O:1])[CH2:7][CH2:6][N:5]([CH2:8][CH2:9][NH:10][C@:11]23[CH2:46][CH2:45][C@@H:44]([C:47]([CH3:49])=[CH2:48])[C@@H:12]2[C@@H:13]2[C@@:26]([CH3:29])([CH2:27][CH2:28]3)[C@@:25]3([CH3:30])[C@@H:16]([C@:17]4([CH3:43])[C@@H:22]([CH2:23][CH2:24]3)[C:21]([CH3:32])([CH3:31])[C:20]([C:33]3[CH:42]=[CH:41][C:36]([C:37]([OH:39])=[O:38])=[CH:35][CH:34]=3)=[CH:19][CH2:18]4)[CH2:15][CH2:14]2)[CH2:4][CH2:3]1. (3) Given the reactants [Cl:1][C:2]1[CH:3]=[C:4]2[C:10]([C:11]3[CH:12]=[N:13][CH:14]=[CH:15][CH:16]=3)=[C:9](I)[NH:8][C:5]2=[N:6][CH:7]=1.CC1(C)C(C)(C)OB([C:26]2[CH:27]=[N:28][NH:29][CH:30]=2)O1, predict the reaction product. The product is: [Cl:1][C:2]1[CH:3]=[C:4]2[C:10]([C:11]3[CH:12]=[N:13][CH:14]=[CH:15][CH:16]=3)=[C:9]([C:26]3[CH:27]=[N:28][NH:29][CH:30]=3)[NH:8][C:5]2=[N:6][CH:7]=1. (4) Given the reactants Br[C:2]1[CH:11]=[CH:10][CH:9]=[C:8]2[C:3]=1[CH2:4][CH2:5][N:6]([CH2:12][C:13]([F:16])([F:15])[CH3:14])[CH2:7]2.[CH3:17][C:18]1[CH:24]=[CH:23][C:21]([NH2:22])=[CH:20][C:19]=1[C:25]1[CH:30]=[CH:29][C:28]([CH3:31])=[CH:27][N:26]=1.CC1(C)C2C(=C(P(C3C=CC=CC=3)C3C=CC=CC=3)C=CC=2)OC2C(P(C3C=CC=CC=3)C3C=CC=CC=3)=CC=CC1=2.P([O-])([O-])([O-])=O.[K+].[K+].[K+], predict the reaction product. The product is: [F:15][C:13]([F:16])([CH3:14])[CH2:12][N:6]1[CH2:5][CH2:4][C:3]2[C:2]([NH:22][C:21]3[CH:23]=[CH:24][C:18]([CH3:17])=[C:19]([C:25]4[CH:30]=[CH:29][C:28]([CH3:31])=[CH:27][N:26]=4)[CH:20]=3)=[CH:11][CH:10]=[CH:9][C:8]=2[CH2:7]1.